From a dataset of Full USPTO retrosynthesis dataset with 1.9M reactions from patents (1976-2016). Predict the reactants needed to synthesize the given product. Given the product [Cl:1][C:2]1[N:3]([CH2:10][CH2:11][C:12]2([CH3:14])[CH2:13][O:23]2)[CH:4]=[C:5]([N+:7]([O-:9])=[O:8])[N:6]=1, predict the reactants needed to synthesize it. The reactants are: [Cl:1][C:2]1[N:3]([CH2:10][CH2:11][C:12]([CH3:14])=[CH2:13])[CH:4]=[C:5]([N+:7]([O-:9])=[O:8])[N:6]=1.ClC1C=CC=C(C(OO)=[O:23])C=1.